Predict the product of the given reaction. From a dataset of Forward reaction prediction with 1.9M reactions from USPTO patents (1976-2016). (1) Given the reactants [H-].[Na+].[F:3][C:4]1([F:17])[CH2:9][CH2:8][C:7]([CH2:15][OH:16])([C:10]([O:12][CH2:13][CH3:14])=[O:11])[CH2:6][CH2:5]1.S(OC)(O[CH3:22])(=O)=O, predict the reaction product. The product is: [F:3][C:4]1([F:17])[CH2:5][CH2:6][C:7]([CH2:15][O:16][CH3:22])([C:10]([O:12][CH2:13][CH3:14])=[O:11])[CH2:8][CH2:9]1. (2) Given the reactants O=C(O)[C@@H]([C@H]([C@H]([C@@H](C(O)=O)O)O)O)O.[CH2:15]1[CH:19]2[CH2:20][NH:21][CH2:22][CH:18]2[CH2:17][N:16]1[C:23](=[O:26])[CH2:24][CH3:25].[CH2:15]1[CH:19]2[CH2:20][NH:21][CH2:22][CH:18]2[CH2:17][N:16]1[C:23](=[O:26])[CH2:24][CH3:25].C12CNCC1CNC2.C12CC(CNC1)CNC2, predict the reaction product. The product is: [C:23]([N:16]1[CH2:17][CH:18]2[CH:19]([CH2:20][NH:21][CH2:22]2)[CH2:15]1)(=[O:26])[CH2:24][CH3:25]. (3) Given the reactants C([O:5][C:6]([CH2:8][C:9]1[N:13]=[C:12]([C:14]2[CH:15]=[N:16][CH:17]=[CH:18][C:19]=2[C:20]([F:23])([F:22])[F:21])[O:11][N:10]=1)=[O:7])(C)(C)C.FC(F)(F)C(O)=O, predict the reaction product. The product is: [OH:7][C:6]([CH2:8][C:9]1[N:13]=[C:12]([C:14]2[CH:15]=[N:16][CH:17]=[CH:18][C:19]=2[C:20]([F:22])([F:23])[F:21])[O:11][N:10]=1)=[O:5]. (4) Given the reactants [NH2:1][C:2]1[C:11]([I:12])=[CH:10][C:9]([Cl:13])=[CH:8][C:3]=1[C:4]([O:6]C)=O.[NH2:14][CH:15]([CH2:19][CH2:20][CH3:21])[CH2:16][CH2:17][CH3:18].C[Al](C)C.C(OCC)(=O)C, predict the reaction product. The product is: [NH2:1][C:2]1[C:11]([I:12])=[CH:10][C:9]([Cl:13])=[CH:8][C:3]=1[C:4]([NH:14][CH:15]([CH2:19][CH2:20][CH3:21])[CH2:16][CH2:17][CH3:18])=[O:6]. (5) Given the reactants Br[C:2]1[CH:3]=[CH:4][C:5]([F:26])=[C:6]([C@:8]2([CH:23]([F:25])[F:24])[C@@H:14]3[C@@H:12]([CH2:13]3)[O:11][C:10]([NH:15][C:16](=[O:22])[O:17][C:18]([CH3:21])([CH3:20])[CH3:19])=[N:9]2)[CH:7]=1.[N-:27]=[N+]=[N-].[Na+].[NH4+].[Cl-].[OH-].[NH4+].CP(C)C, predict the reaction product. The product is: [NH2:27][C:2]1[CH:3]=[CH:4][C:5]([F:26])=[C:6]([C@:8]2([CH:23]([F:25])[F:24])[C@@H:14]3[C@@H:12]([CH2:13]3)[O:11][C:10]([NH:15][C:16](=[O:22])[O:17][C:18]([CH3:21])([CH3:20])[CH3:19])=[N:9]2)[CH:7]=1. (6) Given the reactants Br[C:2]1[C:11]2[C:6](=[CH:7][CH:8]=[C:9]([C:12]([NH2:14])=[O:13])[CH:10]=2)[CH:5]=[N:4][CH:3]=1.[O:15]1[CH2:20][CH:19]=[C:18](B2OC(C)(C)C(C)(C)O2)[CH2:17][CH2:16]1.C(=O)([O-])[O-].[Cs+].[Cs+], predict the reaction product. The product is: [O:15]1[CH2:16][CH:17]=[C:18]([C:2]2[C:11]3[C:6](=[CH:7][CH:8]=[C:9]([C:12]([NH2:14])=[O:13])[CH:10]=3)[CH:5]=[N:4][CH:3]=2)[CH2:19][CH2:20]1. (7) The product is: [C:28]([CH2:27][C:19]([CH:13]1[CH2:14][CH2:15][CH2:16][CH2:17][CH2:18]1)([CH3:25])[C:20]([O:22][CH2:23][CH3:24])=[O:21])#[N:29]. Given the reactants C(NC(C)C)(C)C.C([Li])CCC.[CH:13]1([CH:19]([CH3:25])[C:20]([O:22][CH2:23][CH3:24])=[O:21])[CH2:18][CH2:17][CH2:16][CH2:15][CH2:14]1.Br[CH2:27][C:28]#[N:29], predict the reaction product.